Dataset: Catalyst prediction with 721,799 reactions and 888 catalyst types from USPTO. Task: Predict which catalyst facilitates the given reaction. (1) Reactant: [C-:1]#[N:2].[Na+].[Cl-].[NH4+:5].[CH:6](=O)[C:7]1[CH:12]=[CH:11][CH:10]=[CH:9][CH:8]=1. Product: [NH2:5][CH:6]([C:7]1[CH:12]=[CH:11][CH:10]=[CH:9][CH:8]=1)[C:1]#[N:2]. The catalyst class is: 5. (2) Reactant: [F:1][C:2]1[CH:7]=[CH:6][C:5]([C:8]2[C:13]([CH2:19][O:20][CH2:21][O:22][CH3:23])([CH2:14][O:15][CH2:16][O:17][CH3:18])[CH2:12][N:11](C(OC(C)(C)C)=O)[CH2:10][CH:9]=2)=[CH:4][CH:3]=1.[F:31][C:32]([F:37])([F:36])[C:33]([OH:35])=[O:34]. Product: [F:31][C:32]([F:37])([F:36])[C:33]([OH:35])=[O:34].[F:1][C:2]1[CH:3]=[CH:4][C:5]([C:8]2[C:13]([CH2:19][O:20][CH2:21][O:22][CH3:23])([CH2:14][O:15][CH2:16][O:17][CH3:18])[CH2:12][NH:11][CH2:10][CH:9]=2)=[CH:6][CH:7]=1. The catalyst class is: 4. (3) Reactant: Cl.[F:2][C:3]1[CH:22]=[C:21]([CH3:23])[C:20]([O:24]C(OC)=O)=[CH:19][C:4]=1[NH:5][C:6]1[C:15]2[C:10](=[CH:11][C:12]([OH:18])=[C:13]([O:16][CH3:17])[CH:14]=2)[N:9]=[CH:8][N:7]=1.Cl.[Cl:30][CH2:31][C:32]1[N:33]=[C:34]([CH3:37])[S:35][CH:36]=1.C(=O)([O-])[O-].[K+].[K+].[I-].[K+]. Product: [ClH:30].[F:2][C:3]1[CH:22]=[C:21]([CH3:23])[C:20]([OH:24])=[CH:19][C:4]=1[NH:5][C:6]1[C:15]2[C:10](=[CH:11][C:12]([O:18][CH2:31][C:32]3[N:33]=[C:34]([CH3:37])[S:35][CH:36]=3)=[C:13]([O:16][CH3:17])[CH:14]=2)[N:9]=[CH:8][N:7]=1. The catalyst class is: 3. (4) Reactant: [O:1]=[C:2]([NH:9][CH:10]1[CH2:14][CH2:13][N:12]([C:15]([N:17]2[CH2:32][CH2:31][C:20]3([CH2:24][N:23]([C:25]4[CH:30]=[CH:29][N:28]=[CH:27][CH:26]=4)[CH2:22][CH2:21]3)[CH2:19][CH2:18]2)=[O:16])[CH2:11]1)[CH2:3][C:4]([O:6]CC)=[O:5].[Li+].[OH-].Cl. Product: [O:1]=[C:2]([NH:9][CH:10]1[CH2:14][CH2:13][N:12]([C:15]([N:17]2[CH2:32][CH2:31][C:20]3([CH2:24][N:23]([C:25]4[CH:30]=[CH:29][N:28]=[CH:27][CH:26]=4)[CH2:22][CH2:21]3)[CH2:19][CH2:18]2)=[O:16])[CH2:11]1)[CH2:3][C:4]([OH:6])=[O:5]. The catalyst class is: 1. (5) Reactant: [Cl:1][C:2]1[CH:7]=[CH:6][C:5](/[CH:8]=[CH:9]/[S:10]([O-:12])=[O:11])=[CH:4][CH:3]=1.[Na+].Br[CH2:15][CH2:16][CH2:17][C:18]([O:20][CH2:21][CH3:22])=[O:19].C(OCC)(=O)C. Product: [Cl:1][C:2]1[CH:3]=[CH:4][C:5](/[CH:8]=[CH:9]/[S:10]([CH2:15][CH2:16][CH2:17][C:18]([O:20][CH2:21][CH3:22])=[O:19])(=[O:12])=[O:11])=[CH:6][CH:7]=1. The catalyst class is: 3. (6) The catalyst class is: 2. Reactant: [Br:1][C:2]1[C:3]([C:8]([OH:10])=O)=[N:4][CH:5]=[N:6][CH:7]=1.Cl.[CH3:12][NH:13][O:14][CH3:15].C(N(CC)C(C)C)(C)C.CN(C(ON1N=NC2C=CC=NC1=2)=[N+](C)C)C.F[P-](F)(F)(F)(F)F. Product: [Br:1][C:2]1[C:3]([C:8]([N:13]([O:14][CH3:15])[CH3:12])=[O:10])=[N:4][CH:5]=[N:6][CH:7]=1. (7) Reactant: [CH2:1]([N:8]([CH3:13])[C:9](=[O:12])[CH2:10][Cl:11])[C:2]1[CH:7]=[CH:6][CH:5]=[CH:4][CH:3]=1.Cl[CH2:15][C:16](Cl)=O.C(Cl)Cl.CO.CC#N.O. Product: [Cl:11][CH2:10][C:9]([N:8]([CH2:1][CH:2]1[CH2:7][CH2:6][CH2:5][CH2:4][CH2:3]1)[CH:13]1[CH2:16][CH2:15]1)=[O:12]. The catalyst class is: 23.